Dataset: Reaction yield outcomes from USPTO patents with 853,638 reactions. Task: Predict the reaction yield, written as a fraction of the theoretical maximum amount of product (1.0 means a 100% yield; for example, 0.34 means a 34% yield). (1) The reactants are [N+:1]([C:4]1[CH:5]=[C:6]([C:10]2[C:14]([C:15]#[C:16][Si](C)(C)C)=[CH:13][NH:12][N:11]=2)[CH:7]=[CH:8][CH:9]=1)([O-:3])=[O:2].[F-].[K+]. The catalyst is CO. The product is [C:15]([C:14]1[C:10]([C:6]2[CH:7]=[CH:8][CH:9]=[C:4]([N+:1]([O-:3])=[O:2])[CH:5]=2)=[N:11][NH:12][CH:13]=1)#[CH:16]. The yield is 0.670. (2) The yield is 0.950. The reactants are [CH:1]12[NH:12][CH:9]([CH2:10][CH2:11]1)[CH2:8][C:7]1[CH:6]=[CH:5][C:4]([NH:13][C:14]3[N:19]=[C:18]([NH:20][C@@H:21]4[CH2:26][CH2:25][CH2:24][CH2:23][C@H:22]4[NH:27][S:28]([CH3:31])(=[O:30])=[O:29])[C:17]([Cl:32])=[CH:16][N:15]=3)=[CH:3][C:2]2=1. The catalyst is CC(=O)CC. The product is [CH:1]([N:12]1[CH:9]2[CH2:10][CH2:11][CH:1]1[C:2]1[CH:3]=[C:4]([NH:13][C:14]3[N:19]=[C:18]([NH:20][C@@H:21]4[CH2:26][CH2:25][CH2:24][CH2:23][C@H:22]4[NH:27][S:28]([CH3:31])(=[O:30])=[O:29])[C:17]([Cl:32])=[CH:16][N:15]=3)[CH:5]=[CH:6][C:7]=1[CH2:8]2)([CH2:2][CH3:7])[CH3:11]. (3) The reactants are [Br:1][C:2]1[C:6]2=[N:7][CH:8]=[C:9]([CH2:11][CH3:12])[CH:10]=[C:5]2[S:4][C:3]=1C(O)=O.C1C=CC(OP([O:28][C:29]2C=CC=CC=2)(N=[N+]=[N-])=O)=CC=1.CC[N:37](C(C)C)C(C)C.[C:44]([OH:48])([CH3:47])([CH3:46])[CH3:45]. No catalyst specified. The product is [Br:1][C:2]1[C:6]2=[N:7][CH:8]=[C:9]([CH2:11][CH3:12])[CH:10]=[C:5]2[S:4][C:3]=1[NH:37][C:29](=[O:28])[O:48][C:44]([CH3:47])([CH3:46])[CH3:45]. The yield is 0.802.